Dataset: NCI-60 drug combinations with 297,098 pairs across 59 cell lines. Task: Regression. Given two drug SMILES strings and cell line genomic features, predict the synergy score measuring deviation from expected non-interaction effect. (1) Drug 1: CCC1=CC2CC(C3=C(CN(C2)C1)C4=CC=CC=C4N3)(C5=C(C=C6C(=C5)C78CCN9C7C(C=CC9)(C(C(C8N6C)(C(=O)OC)O)OC(=O)C)CC)OC)C(=O)OC.C(C(C(=O)O)O)(C(=O)O)O. Drug 2: CCC1(C2=C(COC1=O)C(=O)N3CC4=CC5=C(C=CC(=C5CN(C)C)O)N=C4C3=C2)O.Cl. Cell line: ACHN. Synergy scores: CSS=36.4, Synergy_ZIP=0.510, Synergy_Bliss=0.380, Synergy_Loewe=-12.4, Synergy_HSA=2.13. (2) Drug 1: CC1=C(C(CCC1)(C)C)C=CC(=CC=CC(=CC(=O)O)C)C. Drug 2: COC1=NC(=NC2=C1N=CN2C3C(C(C(O3)CO)O)O)N. Cell line: RXF 393. Synergy scores: CSS=0.0125, Synergy_ZIP=-1.20, Synergy_Bliss=-2.43, Synergy_Loewe=-3.04, Synergy_HSA=-2.97. (3) Drug 1: CN1C2=C(C=C(C=C2)N(CCCl)CCCl)N=C1CCCC(=O)O.Cl. Drug 2: C1=NC2=C(N1)C(=S)N=CN2. Cell line: SF-539. Synergy scores: CSS=25.3, Synergy_ZIP=-6.33, Synergy_Bliss=-3.48, Synergy_Loewe=-49.2, Synergy_HSA=-7.67. (4) Drug 1: C1=CC(=CC=C1CC(C(=O)O)N)N(CCCl)CCCl.Cl. Drug 2: CC(C)CN1C=NC2=C1C3=CC=CC=C3N=C2N. Cell line: LOX IMVI. Synergy scores: CSS=8.65, Synergy_ZIP=-7.09, Synergy_Bliss=-1.26, Synergy_Loewe=-3.91, Synergy_HSA=-0.390. (5) Drug 1: C1=NC2=C(N1)C(=S)N=C(N2)N. Drug 2: C1=CC=C(C=C1)NC(=O)CCCCCCC(=O)NO. Cell line: NCI-H226. Synergy scores: CSS=19.0, Synergy_ZIP=-1.71, Synergy_Bliss=4.97, Synergy_Loewe=1.25, Synergy_HSA=4.63. (6) Drug 1: CCN(CC)CCCC(C)NC1=C2C=C(C=CC2=NC3=C1C=CC(=C3)Cl)OC. Drug 2: CC(C)NC(=O)C1=CC=C(C=C1)CNNC.Cl. Cell line: EKVX. Synergy scores: CSS=15.0, Synergy_ZIP=-1.49, Synergy_Bliss=3.70, Synergy_Loewe=-5.60, Synergy_HSA=2.51. (7) Drug 1: C1=CC=C(C(=C1)C(C2=CC=C(C=C2)Cl)C(Cl)Cl)Cl. Drug 2: C1CCC(C(C1)N)N.C(=O)(C(=O)[O-])[O-].[Pt+4]. Cell line: OVCAR-8. Synergy scores: CSS=20.4, Synergy_ZIP=-6.07, Synergy_Bliss=-0.146, Synergy_Loewe=-12.1, Synergy_HSA=0.929. (8) Drug 1: C(CN)CNCCSP(=O)(O)O. Drug 2: CCC1(C2=C(COC1=O)C(=O)N3CC4=CC5=C(C=CC(=C5CN(C)C)O)N=C4C3=C2)O.Cl. Cell line: M14. Synergy scores: CSS=28.3, Synergy_ZIP=-9.44, Synergy_Bliss=-2.33, Synergy_Loewe=-38.2, Synergy_HSA=-2.43. (9) Drug 1: CN(C)C1=NC(=NC(=N1)N(C)C)N(C)C. Drug 2: C1CC(=O)NC(=O)C1N2C(=O)C3=CC=CC=C3C2=O. Cell line: SK-OV-3. Synergy scores: CSS=8.33, Synergy_ZIP=2.34, Synergy_Bliss=9.12, Synergy_Loewe=7.83, Synergy_HSA=8.42.